Dataset: NCI-60 drug combinations with 297,098 pairs across 59 cell lines. Task: Regression. Given two drug SMILES strings and cell line genomic features, predict the synergy score measuring deviation from expected non-interaction effect. (1) Drug 1: CCCS(=O)(=O)NC1=C(C(=C(C=C1)F)C(=O)C2=CNC3=C2C=C(C=N3)C4=CC=C(C=C4)Cl)F. Drug 2: CC1=C(C=C(C=C1)C(=O)NC2=CC(=CC(=C2)C(F)(F)F)N3C=C(N=C3)C)NC4=NC=CC(=N4)C5=CN=CC=C5. Cell line: UACC62. Synergy scores: CSS=45.6, Synergy_ZIP=2.36, Synergy_Bliss=0.667, Synergy_Loewe=-1.84, Synergy_HSA=1.52. (2) Drug 1: CCCS(=O)(=O)NC1=C(C(=C(C=C1)F)C(=O)C2=CNC3=C2C=C(C=N3)C4=CC=C(C=C4)Cl)F. Drug 2: C1CC(=O)NC(=O)C1N2C(=O)C3=CC=CC=C3C2=O. Cell line: SNB-75. Synergy scores: CSS=3.26, Synergy_ZIP=0.865, Synergy_Bliss=4.76, Synergy_Loewe=3.36, Synergy_HSA=3.26. (3) Drug 1: CC1=C(C=C(C=C1)C(=O)NC2=CC(=CC(=C2)C(F)(F)F)N3C=C(N=C3)C)NC4=NC=CC(=N4)C5=CN=CC=C5. Drug 2: COCCOC1=C(C=C2C(=C1)C(=NC=N2)NC3=CC=CC(=C3)C#C)OCCOC.Cl. Cell line: ACHN. Synergy scores: CSS=17.2, Synergy_ZIP=2.10, Synergy_Bliss=0.782, Synergy_Loewe=-9.65, Synergy_HSA=-1.24. (4) Drug 1: C1=C(C(=O)NC(=O)N1)F. Drug 2: COCCOC1=C(C=C2C(=C1)C(=NC=N2)NC3=CC=CC(=C3)C#C)OCCOC.Cl. Cell line: SR. Synergy scores: CSS=41.8, Synergy_ZIP=-6.60, Synergy_Bliss=-14.0, Synergy_Loewe=-17.9, Synergy_HSA=-14.0. (5) Drug 1: CC1=C2C(C(=O)C3(C(CC4C(C3C(C(C2(C)C)(CC1OC(=O)C(C(C5=CC=CC=C5)NC(=O)OC(C)(C)C)O)O)OC(=O)C6=CC=CC=C6)(CO4)OC(=O)C)OC)C)OC. Drug 2: COC1=C(C=C2C(=C1)N=CN=C2NC3=CC(=C(C=C3)F)Cl)OCCCN4CCOCC4. Cell line: T-47D. Synergy scores: CSS=52.1, Synergy_ZIP=9.75, Synergy_Bliss=9.53, Synergy_Loewe=13.2, Synergy_HSA=14.5. (6) Drug 1: C1=NC2=C(N=C(N=C2N1C3C(C(C(O3)CO)O)F)Cl)N. Drug 2: C1=NNC2=C1C(=O)NC=N2. Cell line: SF-268. Synergy scores: CSS=-2.28, Synergy_ZIP=1.14, Synergy_Bliss=-1.60, Synergy_Loewe=-2.11, Synergy_HSA=-2.92.